From a dataset of Forward reaction prediction with 1.9M reactions from USPTO patents (1976-2016). Predict the product of the given reaction. (1) Given the reactants [NH:1]1[C:9]2[C:4](=[CH:5][CH:6]=[C:7]([C:10]([OH:12])=O)[CH:8]=2)[CH:3]=[CH:2]1.C1C=CC2N(O)N=NC=2C=1.CCN=C=NCCCN(C)C.C(N(C(C)C)CC)(C)C.[CH:43]1([NH:49][CH3:50])[CH2:48][CH2:47][CH2:46][CH2:45][CH2:44]1, predict the reaction product. The product is: [CH:43]1([N:49]([CH3:50])[C:10]([C:7]2[CH:8]=[C:9]3[C:4]([CH:3]=[CH:2][NH:1]3)=[CH:5][CH:6]=2)=[O:12])[CH2:48][CH2:47][CH2:46][CH2:45][CH2:44]1. (2) Given the reactants [Br:1][C:2]1[C:3](/[CH:16]=[C:17](\[CH2:23][CH2:24][CH3:25])/[C:18]([O:20]CC)=[O:19])=[C:4]([O:14][CH3:15])[C:5]2[C:10]([C:11]=1[O:12][CH3:13])=[CH:9][CH:8]=[CH:7][CH:6]=2.COC1C2C(=CC=CC=2)C(OC)=CC=1/C=C(\C)/C(O)=O, predict the reaction product. The product is: [Br:1][C:2]1[C:3](/[CH:16]=[C:17](\[CH2:23][CH2:24][CH3:25])/[C:18]([OH:20])=[O:19])=[C:4]([O:14][CH3:15])[C:5]2[C:10]([C:11]=1[O:12][CH3:13])=[CH:9][CH:8]=[CH:7][CH:6]=2.